Dataset: Reaction yield outcomes from USPTO patents with 853,638 reactions. Task: Predict the reaction yield, written as a fraction of the theoretical maximum amount of product (1.0 means a 100% yield; for example, 0.34 means a 34% yield). (1) The reactants are [OH:1][CH:2]1[CH2:7][CH2:6][C:5]([C:8]2[CH:9]=[C:10]([CH:16]=[CH:17][CH:18]=2)[C:11]([O:13][CH2:14][CH3:15])=[O:12])=[CH:4][CH2:3]1.C([O-])=O.[NH4+]. The catalyst is C(O)C.[Pd]. The product is [OH:1][C@@H:2]1[CH2:7][CH2:6][C@H:5]([C:8]2[CH:9]=[C:10]([CH:16]=[CH:17][CH:18]=2)[C:11]([O:13][CH2:14][CH3:15])=[O:12])[CH2:4][CH2:3]1.[CH2:14]([O:13][C:11](=[O:12])[C:10]1[CH:16]=[CH:17][CH:18]=[C:8]([C@H:5]2[CH2:6][CH2:7][C@H:2]([OH:1])[CH2:3][CH2:4]2)[CH:9]=1)[CH3:15]. The yield is 0.420. (2) The reactants are O.C(O)C.[CH:5]12[CH2:10][CH:9]1[CH2:8][N:7]([C:11]1[N:16]=[C:15]([NH:17][CH2:18][C:19]3[CH:24]=[CH:23][C:22]([O:25][CH3:26])=[C:21]([F:27])[CH:20]=3)[C:14]([C:28]([O:30]CC)=[O:29])=[CH:13][N:12]=1)[CH2:6]2.[OH-].[Na+]. The catalyst is C1COCC1. The product is [CH:5]12[CH2:10][CH:9]1[CH2:8][N:7]([C:11]1[N:16]=[C:15]([NH:17][CH2:18][C:19]3[CH:24]=[CH:23][C:22]([O:25][CH3:26])=[C:21]([F:27])[CH:20]=3)[C:14]([C:28]([OH:30])=[O:29])=[CH:13][N:12]=1)[CH2:6]2. The yield is 0.415.